This data is from Reaction yield outcomes from USPTO patents with 853,638 reactions. The task is: Predict the reaction yield, written as a fraction of the theoretical maximum amount of product (1.0 means a 100% yield; for example, 0.34 means a 34% yield). (1) The reactants are Cl.[N:2]1([CH2:8][CH2:9][CH2:10][O:11][C:12]2[CH:17]=[CH:16][C:15]([N:18]3[CH2:23][CH2:22][NH:21][CH2:20][CH2:19]3)=[CH:14][CH:13]=2)[CH2:7][CH2:6][CH2:5][CH2:4][CH2:3]1.[CH3:24][C:25]([CH3:27])=O.C(O)(=O)C.C(O[BH-](OC(=O)C)OC(=O)C)(=O)C.[Na+].[Cl:46][CH:47]([Cl:49])C. No catalyst specified. The product is [NH3:2].[CH3:10][OH:11].[Cl:46][CH2:47][Cl:49].[CH:25]([N:21]1[CH2:20][CH2:19][N:18]([C:15]2[CH:16]=[CH:17][C:12]([O:11][CH2:10][CH2:9][CH2:8][N:2]3[CH2:7][CH2:6][CH2:5][CH2:4][CH2:3]3)=[CH:13][CH:14]=2)[CH2:23][CH2:22]1)([CH3:27])[CH3:24]. The yield is 0.0500. (2) The yield is 0.200. The catalyst is C(#N)CC.CN(C=O)C.CC([O-])=O.CC([O-])=O.[Pd+2]. The product is [CH3:11][C:8]1([CH3:12])[C:7](=[O:13])[NH:6][C:5]2[N:14]=[CH:15][C:2](/[CH:31]=[CH:30]/[C:29]([N:28]([CH2:27][C:19]3[O:20][C:21]4[CH:26]=[CH:25][CH:24]=[CH:23][C:22]=4[C:18]=3[CH2:16][CH3:17])[CH3:33])=[O:32])=[CH:3][C:4]=2[CH2:10][NH:9]1. The reactants are Br[C:2]1[CH:15]=[N:14][C:5]2[NH:6][C:7](=[O:13])[C:8]([CH3:12])([CH3:11])[NH:9][CH2:10][C:4]=2[CH:3]=1.[CH2:16]([C:18]1[C:22]2[CH:23]=[CH:24][CH:25]=[CH:26][C:21]=2[O:20][C:19]=1[CH2:27][N:28]([CH3:33])[C:29](=[O:32])[CH:30]=[CH2:31])[CH3:17].C(N(C(C)C)C(C)C)C.CC1C=CC=CC=1P(C1C=CC=CC=1C)C1C=CC=CC=1C.